This data is from Full USPTO retrosynthesis dataset with 1.9M reactions from patents (1976-2016). The task is: Predict the reactants needed to synthesize the given product. (1) Given the product [CH2:13]([O:20][CH2:21][CH2:22][C:23](=[O:25])[CH2:24][CH:37]1[CH:36]([S:33]([C:30]2[CH:29]=[CH:28][C:27]([Cl:26])=[CH:32][CH:31]=2)(=[O:35])=[O:34])[C:45]2[C:40](=[C:41]([F:47])[CH:42]=[CH:43][C:44]=2[F:46])[O:39][CH2:38]1)[C:14]1[CH:19]=[CH:18][CH:17]=[CH:16][CH:15]=1, predict the reactants needed to synthesize it. The reactants are: C(NC(C)C)(C)C.C([Li])CCC.[CH2:13]([O:20][CH2:21][CH2:22][C:23](=[O:25])[CH3:24])[C:14]1[CH:19]=[CH:18][CH:17]=[CH:16][CH:15]=1.[Cl:26][C:27]1[CH:32]=[CH:31][C:30]([S:33]([C:36]2[C:45]3[C:40](=[C:41]([F:47])[CH:42]=[CH:43][C:44]=3[F:46])[O:39][CH2:38][CH:37]=2)(=[O:35])=[O:34])=[CH:29][CH:28]=1. (2) Given the product [N:9]1([CH2:8][C:7]2[CH:6]=[CH:5][C:4]([CH2:14][C:15]#[N:16])=[CH:3][C:2]=2[C:22]#[C:21][Si:18]([CH3:20])([CH3:19])[CH3:17])[CH2:13][CH2:12][CH2:11][CH2:10]1, predict the reactants needed to synthesize it. The reactants are: Br[C:2]1[CH:3]=[C:4]([CH2:14][C:15]#[N:16])[CH:5]=[CH:6][C:7]=1[CH2:8][N:9]1[CH2:13][CH2:12][CH2:11][CH2:10]1.[CH3:17][Si:18]([C:21]#[CH:22])([CH3:20])[CH3:19].C(N(CC)CC)C.[Na+].[Cl-]. (3) Given the product [C:1]([C:5]1[CH:6]=[C:7]([C:14]([OH:16])=[O:15])[CH:8]=[C:9]([CH:13]=1)[C:10]([OH:12])=[O:11])([CH3:4])([CH3:2])[CH3:3].[CH2:17]([C:19]1[NH:20][CH:21]=[C:22]([CH3:24])[N:23]=1)[CH3:18], predict the reactants needed to synthesize it. The reactants are: [C:1]([C:5]1[CH:6]=[C:7]([C:14]([OH:16])=[O:15])[CH:8]=[C:9]([CH:13]=1)[C:10]([OH:12])=[O:11])([CH3:4])([CH3:3])[CH3:2].[CH2:17]([C:19]1[NH:20][CH:21]=[C:22]([CH3:24])[N:23]=1)[CH3:18].